From a dataset of Catalyst prediction with 721,799 reactions and 888 catalyst types from USPTO. Predict which catalyst facilitates the given reaction. (1) The catalyst class is: 10. Reactant: Cl[C:2]1[N:3]=[C:4]([C:19]2[C:27]3[C:22](=[N:23][CH:24]=[CH:25][CH:26]=3)[N:21]([CH2:28][C:29]3[CH:34]=[CH:33][CH:32]=[CH:31][C:30]=3[F:35])[N:20]=2)[N:5]=[N:6][C:7]=1[C:8]([CH3:18])([CH2:14][CH2:15][CH:16]=[CH2:17])[C:9]([O:11]CC)=O.[NH3:36]. Product: [CH2:14]([C@@:8]1([CH3:18])[C:7]2[N:6]=[N:5][C:4]([C:19]3[C:27]4[C:22](=[N:23][CH:24]=[CH:25][CH:26]=4)[N:21]([CH2:28][C:29]4[CH:34]=[CH:33][CH:32]=[CH:31][C:30]=4[F:35])[N:20]=3)=[N:3][C:2]=2[NH:36][C:9]1=[O:11])[CH2:15][CH:16]=[CH2:17]. (2) Reactant: C(NC(C)C)(C)C.C([Li])CCC.[F:13][C:14]1[CH:19]=[CH:18][CH:17]=[CH:16][N:15]=1.[Cl:20][C:21]1[CH:28]=[CH:27][CH:26]=[CH:25][C:22]=1[CH:23]=[O:24].CO.Cl. Product: [Cl:20][C:21]1[CH:28]=[CH:27][CH:26]=[CH:25][C:22]=1[CH:23]([C:19]1[C:14]([F:13])=[N:15][CH:16]=[CH:17][CH:18]=1)[OH:24]. The catalyst class is: 207. (3) Reactant: [CH2:1]([S:3]([NH:6][C@@H:7]([C:15]([N:17]1[CH2:24][CH2:23][CH2:22][C@H:18]1[C:19]([OH:21])=[O:20])=[O:16])[CH2:8][C:9]1[CH:14]=[CH:13][CH:12]=[CH:11][CH:10]=1)(=[O:5])=[O:4])[CH3:2]. Product: [CH2:1]([S:3]([NH:6][C@@H:7]([C:15]([N:17]1[CH2:24][CH2:23][CH2:22][C@H:18]1[C:19]([OH:21])=[O:20])=[O:16])[CH2:8][CH:9]1[CH2:14][CH2:13][CH2:12][CH2:11][CH2:10]1)(=[O:5])=[O:4])[CH3:2]. The catalyst class is: 856. (4) Reactant: S(=O)(=O)(O)O.[Cl:6][C:7]1[CH:8]=[CH:9][C:10]([S:14][CH3:15])=[C:11]([CH:13]=1)N.N([O-])=O.[Na+].[I-:20].[K+]. Product: [Cl:6][C:7]1[CH:8]=[CH:9][C:10]([S:14][CH3:15])=[C:11]([I:20])[CH:13]=1. The catalyst class is: 192. (5) Reactant: [CH3:1][O:2][CH2:3][CH2:4][N:5]([CH2:28][CH2:29][N:30](C)[C:31](=O)OCC1C=CC=CC=1)[CH2:6][CH2:7][O:8][CH2:9][CH2:10][O:11][CH2:12][CH2:13][O:14][CH2:15][CH2:16][O:17][CH2:18][CH2:19][O:20][CH2:21][CH2:22][O:23][CH2:24][CH2:25][O:26][CH3:27]. Product: [CH3:27][O:26][CH2:25][CH2:24][O:23][CH2:22][CH2:21][O:20][CH2:19][CH2:18][O:17][CH2:16][CH2:15][O:14][CH2:13][CH2:12][O:11][CH2:10][CH2:9][O:8][CH2:7][CH2:6][N:5]([CH2:4][CH2:3][O:2][CH3:1])[CH2:28][CH2:29][NH:30][CH3:31]. The catalyst class is: 43. (6) Reactant: [NH2:1][C:2]1[N:11]=[C:10]([CH3:12])[C:9]2[C:8](=[N:13][OH:14])[CH2:7][CH:6]([C:15]3[CH:20]=[CH:19][CH:18]=[CH:17][C:16]=3[C:21]3[CH:26]=[CH:25][CH:24]=[CH:23][CH:22]=3)[CH2:5][C:4]=2[N:3]=1.Cl.Cl.Cl[CH2:30][CH2:31][N:32]1[CH2:37][CH2:36][N:35]([CH3:38])[CH2:34][CH2:33]1.[H-].[Na+].CN(C)CCCON=C1CC(C2C=C(F)C=CC=2C2C=CC=CC=2)CC2N=C(N)N=C(C)C1=2. Product: [CH3:38][N:35]1[CH2:36][CH2:37][N:32]([CH2:31][CH2:30][O:14][N:13]=[C:8]2[CH2:7][CH:6]([C:15]3[CH:20]=[CH:19][CH:18]=[CH:17][C:16]=3[C:21]3[CH:26]=[CH:25][CH:24]=[CH:23][CH:22]=3)[CH2:5][C:4]3[N:3]=[C:2]([NH2:1])[N:11]=[C:10]([CH3:12])[C:9]2=3)[CH2:33][CH2:34]1. The catalyst class is: 6. (7) Reactant: [Cl:1][C:2]1[CH:7]=[CH:6][C:5](I)=[CH:4][N:3]=1.[CH3:9][C:10]1[S:11][CH:12]=[C:13]([C:15]#[C:16][Si](C)(C)C)[N:14]=1.C(N(CC)CC)C.[F-].C([N+](CCCC)(CCCC)CCCC)CCC. Product: [Cl:1][C:2]1[CH:7]=[CH:6][C:5]([C:16]#[C:15][C:13]2[N:14]=[C:10]([CH3:9])[S:11][CH:12]=2)=[CH:4][N:3]=1. The catalyst class is: 778. (8) Product: [CH2:20]([O:19][CH2:18][C:13]1[N:14]([CH2:15][CH2:16][CH3:17])[C:10]2[C:9]3[CH:8]=[CH:7][C:6]([O:22][N:3]4[CH2:4][CH2:9][CH2:10][CH2:11][CH2:2]4)=[CH:5][C:4]=3[N:3]=[C:2]([NH2:1])[C:11]=2[N:12]=1)[CH3:21]. Reactant: [NH2:1][C:2]1[C:11]2[N:12]=[C:13]([CH2:18][O:19][CH2:20][CH3:21])[N:14]([CH2:15][CH2:16][CH3:17])[C:10]=2[C:9]2[CH:8]=[CH:7][C:6]([O:22]C3CCN(C(OC(C)(C)C)=O)CC3)=[CH:5][C:4]=2[N:3]=1. The catalyst class is: 33. (9) Reactant: [CH:1]([C:4]1[C:5]([C:30]([C:32]2[CH:33]=[C:34]([CH:38]=[CH:39][C:40]#[N:41])[CH:35]=[CH:36][CH:37]=2)=[O:31])=[N:6][C:7]([O:20]CC2C=CC(OC)=CC=2)=[N:8][C:9]=1[O:10]CC1C=CC(OC)=CC=1)([CH3:3])[CH3:2]. Product: [CH:1]([C:4]1[C:9](=[O:10])[NH:8][C:7](=[O:20])[NH:6][C:5]=1[C:30]([C:32]1[CH:33]=[C:34]([CH:38]=[CH:39][C:40]#[N:41])[CH:35]=[CH:36][CH:37]=1)=[O:31])([CH3:3])[CH3:2]. The catalyst class is: 10.